Dataset: Full USPTO retrosynthesis dataset with 1.9M reactions from patents (1976-2016). Task: Predict the reactants needed to synthesize the given product. Given the product [C:1]([C:5]1[O:9][N:8]=[C:7]([C:10]2[CH:15]=[C:14]([O:16][CH:17]3[CH2:22][CH2:21][O:20][CH2:19][CH2:18]3)[C:13]([CH:23]3[CH2:25][CH2:24]3)=[C:12]([Cl:30])[N:11]=2)[N:6]=1)([CH3:4])([CH3:3])[CH3:2], predict the reactants needed to synthesize it. The reactants are: [C:1]([C:5]1[O:9][N:8]=[C:7]([C:10]2[CH:15]=[C:14]([O:16][CH:17]3[CH2:22][CH2:21][O:20][CH2:19][CH2:18]3)[C:13]([CH:23]3[CH2:25][CH2:24]3)=[CH:12][N+:11]=2[O-])[N:6]=1)([CH3:4])([CH3:3])[CH3:2].C(Cl)(=O)C([Cl:30])=O.